From a dataset of Aqueous solubility values for 9,982 compounds from the AqSolDB database. Regression/Classification. Given a drug SMILES string, predict its absorption, distribution, metabolism, or excretion properties. Task type varies by dataset: regression for continuous measurements (e.g., permeability, clearance, half-life) or binary classification for categorical outcomes (e.g., BBB penetration, CYP inhibition). For this dataset (solubility_aqsoldb), we predict Y. (1) The Y is -0.757 log mol/L. The compound is Nc1c(S(=O)(=O)[O-])cc(NC2CCC(Nc3nc(F)nc(Nc4cc(S(=O)(=O)[O-])ccc4S(=O)(=O)[O-])n3)CC2)c2c1C(=O)c1ccccc1C2=O.[K+].[Na+]. (2) The compound is CCCCN(CCOC(C)=O)c1ccc(N=Nc2c(C#N)cc([N+](=O)[O-])cc2C#N)c(C)c1. The Y is -8.88 log mol/L. (3) The drug is CCCN(CCC)c1c([N+](=O)[O-])cc(S(C)(=O)=O)cc1[N+](=O)[O-]. The Y is -5.76 log mol/L. (4) The compound is CCC(Br)(CC)C(=O)NC(N)=O. The Y is -2.68 log mol/L. (5) The Y is -8.31 log mol/L. The molecule is COc1ccc(N=NC(C(C)=O)C(=O)Nc2ccccc2OC)c([N+](=O)[O-])c1. (6) The molecule is O=C(O)c1cc(O)ccc1O. The Y is -0.850 log mol/L. (7) The drug is COc1cccc(C(=O)O)c1OC. The Y is -2.14 log mol/L. (8) The compound is Cc1ccccc1OCC(=O)O. The Y is -2.44 log mol/L. (9) The drug is C=C(C)C(=O)OCCCCCCCCCCCC. The Y is -8.41 log mol/L. (10) The molecule is CCCCCCCC/C=C\CCCCCCCCOCCO. The Y is -2.49 log mol/L.